This data is from Catalyst prediction with 721,799 reactions and 888 catalyst types from USPTO. The task is: Predict which catalyst facilitates the given reaction. (1) Reactant: [Br:1][C:2]1[CH:3]=[C:4]([CH2:8][C:9]#[N:10])[CH:5]=[N:6][CH:7]=1.[OH:11]S(O)(=O)=O. Product: [Br:1][C:2]1[CH:3]=[C:4]([CH2:8][C:9]([NH2:10])=[O:11])[CH:5]=[N:6][CH:7]=1. The catalyst class is: 88. (2) Reactant: [F:1][C:2]([F:11])([F:10])[C@H:3]1[CH2:8][CH2:7][C@H:6]([NH2:9])[CH2:5][CH2:4]1.[Cl:12][C:13]1[N:21]=[C:20]([Cl:22])[CH:19]=[CH:18][C:14]=1[C:15](Cl)=[O:16]. Product: [Cl:12][C:13]1[N:21]=[C:20]([Cl:22])[CH:19]=[CH:18][C:14]=1[C:15]([NH:9][C@H:6]1[CH2:5][CH2:4][C@H:3]([C:2]([F:10])([F:11])[F:1])[CH2:8][CH2:7]1)=[O:16]. The catalyst class is: 1. (3) Reactant: [F:1][CH2:2][C@@H:3]1[C@@H:7]([C:8]2[CH:13]=[CH:12][C:11]([C:14]3[O:18][N:17]=[C:16]([CH2:19]OS(C)(=O)=O)[CH:15]=3)=[CH:10][CH:9]=2)[O:6][C:5]([CH3:26])([CH3:25])[N:4]1[C:27]([O:29][C:30]([CH3:33])([CH3:32])[CH3:31])=[O:28].[C-:34]#[N:35].[K+].C1OCCOCCOCCOCCOCCOC1. Product: [C:34]([CH2:19][C:16]1[CH:15]=[C:14]([C:11]2[CH:10]=[CH:9][C:8]([C@H:7]3[O:6][C:5]([CH3:26])([CH3:25])[N:4]([C:27]([O:29][C:30]([CH3:32])([CH3:31])[CH3:33])=[O:28])[C@@H:3]3[CH2:2][F:1])=[CH:13][CH:12]=2)[O:18][N:17]=1)#[N:35]. The catalyst class is: 10. (4) Reactant: [CH2:1]([N:4]1[C@H:9]([CH3:10])[CH2:8][N:7]([C@@H:11]([C:29]2[CH:34]=[CH:33][CH:32]=[C:31]([OH:35])[CH:30]=2)[C:12]2[CH:13]=[C:14]([CH:26]=[CH:27][CH:28]=2)[C:15](N(C2C=CC=C(F)C=2)C)=[O:16])[C@@H:6]([CH3:36])[CH2:5]1)[CH:2]=[CH2:3].[O:37]1[C:41]2([CH2:46][CH2:45][NH:44][CH2:43][CH2:42]2)[O:40][CH2:39][CH2:38]1.C([Mg]Cl)(C)C.ClCCl.C(OCC)(=O)C. Product: [OH-:16].[NH4+:4].[CH2:1]([N:4]1[C@H:9]([CH3:10])[CH2:8][N:7]([C@@H:11]([C:29]2[CH:34]=[CH:33][CH:32]=[C:31]([OH:35])[CH:30]=2)[C:12]2[CH:13]=[C:14]([C:15]([N:44]3[CH2:45][CH2:46][C:41]4([O:40][CH2:39][CH2:38][O:37]4)[CH2:42][CH2:43]3)=[O:16])[CH:26]=[CH:27][CH:28]=2)[C@@H:6]([CH3:36])[CH2:5]1)[CH:2]=[CH2:3]. The catalyst class is: 1.